From a dataset of NCI-60 drug combinations with 297,098 pairs across 59 cell lines. Regression. Given two drug SMILES strings and cell line genomic features, predict the synergy score measuring deviation from expected non-interaction effect. (1) Drug 1: C1C(C(OC1N2C=C(C(=O)NC2=O)F)CO)O. Synergy scores: CSS=35.6, Synergy_ZIP=-12.2, Synergy_Bliss=-7.39, Synergy_Loewe=-4.08, Synergy_HSA=-2.94. Drug 2: C1CN1C2=NC(=NC(=N2)N3CC3)N4CC4. Cell line: OVCAR-5. (2) Drug 1: C(=O)(N)NO. Drug 2: C1=NNC2=C1C(=O)NC=N2. Cell line: NCI/ADR-RES. Synergy scores: CSS=0.718, Synergy_ZIP=-2.88, Synergy_Bliss=-5.23, Synergy_Loewe=-4.43, Synergy_HSA=-3.94.